From a dataset of Forward reaction prediction with 1.9M reactions from USPTO patents (1976-2016). Predict the product of the given reaction. (1) Given the reactants [CH3:1][O:2][C:3]1[CH:10]=[CH:9][C:6]([CH:7]=O)=[CH:5][CH:4]=1.Cl.[NH2:12][OH:13].[OH-].[Na+].Cl, predict the reaction product. The product is: [CH3:1][O:2][C:3]1[CH:10]=[CH:9][C:6]([CH:7]=[N:12][OH:13])=[CH:5][CH:4]=1. (2) Given the reactants Cl[C:2]1[CH:7]=[CH:6][C:5]([C:8]([F:11])([F:10])[F:9])=[C:4]([Cl:12])[N:3]=1.O.[NH2:14][NH2:15], predict the reaction product. The product is: [Cl:12][C:4]1[N:3]=[C:2]([NH:14][NH2:15])[CH:7]=[CH:6][C:5]=1[C:8]([F:11])([F:10])[F:9]. (3) Given the reactants Cl[CH2:2][CH:3]=O.[NH2:5][C:6]1[CH:11]=[CH:10][C:9]([I:12])=[CH:8][N:7]=1, predict the reaction product. The product is: [I:12][C:9]1[CH:10]=[CH:11][C:6]2[N:7]([CH:2]=[CH:3][N:5]=2)[CH:8]=1.